This data is from Full USPTO retrosynthesis dataset with 1.9M reactions from patents (1976-2016). The task is: Predict the reactants needed to synthesize the given product. Given the product [CH3:4][C:20]([O:22][CH:23]=[CH2:3])=[O:21].[CH:44]1[CH:42]=[C:40]([C:16]([OH:18])=[O:17])[C:38]([C:37]([OH:36])=[O:45])=[CH:52][CH:46]=1, predict the reactants needed to synthesize it. The reactants are: CC1C(OC)=C(C/C=C(/CC[C:16]([O-:18])=[O:17])\C)C(O)=[C:4]2[C:20]([O:22][CH2:23][C:3]=12)=[O:21].[Na+].[Si](=O)=O.O.[OH:36][CH:37]1[O:45][C@H:44]([CH2:46]O)[C@@H:42]([O:36][C@@H:37]2[O:45][C@H:44]([CH2:46]O)[C@H:42](O)[C@H:40](O)[C@H:38]2O)[C@H:40](O)[C@H:38]1O.[C:52]([O-])(=O)CCCCCCCCCCCCCCCCC.[Mg+2].C([O-])(=O)CCCCCCCCCCCCCCCCC.